Dataset: Forward reaction prediction with 1.9M reactions from USPTO patents (1976-2016). Task: Predict the product of the given reaction. (1) Given the reactants Cl[C:2]1[N:9]=[C:8]([C:10]2[CH:15]=[CH:14][C:13]([CH2:16][N:17]3[CH2:22][CH2:21][CH:20]([N:23]4[C:27]5[CH:28]=[CH:29][CH:30]=[CH:31][C:26]=5[NH:25][C:24]4=[O:32])[CH2:19][CH2:18]3)=[CH:12][CH:11]=2)[C:7]([C:33]2[CH:38]=[CH:37][CH:36]=[CH:35][CH:34]=2)=[CH:6][C:3]=1[C:4]#[N:5].[NH2:39][NH2:40], predict the reaction product. The product is: [NH2:5][C:4]1[C:3]2[C:2](=[N:9][C:8]([C:10]3[CH:11]=[CH:12][C:13]([CH2:16][N:17]4[CH2:22][CH2:21][CH:20]([N:23]5[C:27]6[CH:28]=[CH:29][CH:30]=[CH:31][C:26]=6[NH:25][C:24]5=[O:32])[CH2:19][CH2:18]4)=[CH:14][CH:15]=3)=[C:7]([C:33]3[CH:38]=[CH:37][CH:36]=[CH:35][CH:34]=3)[CH:6]=2)[NH:40][N:39]=1. (2) Given the reactants Br[C:2]1[C:12]2[O:11][CH2:10][CH2:9][N:8]([C:13]([O:15][C:16]([CH3:19])([CH3:18])[CH3:17])=[O:14])[CH2:7][C:6]=2[CH:5]=[CH:4][CH:3]=1.[CH:20](B1OC(C)(C)C(C)(C)O1)=[CH2:21].C(=O)([O-])[O-].[Na+].[Na+].O, predict the reaction product. The product is: [CH:20]([C:2]1[C:12]2[O:11][CH2:10][CH2:9][N:8]([C:13]([O:15][C:16]([CH3:19])([CH3:18])[CH3:17])=[O:14])[CH2:7][C:6]=2[CH:5]=[CH:4][CH:3]=1)=[CH2:21]. (3) Given the reactants I[C:2]1[CH:3]=[CH:4][C:5]([O:12][CH3:13])=[C:6]([CH:11]=1)[C:7]([O:9][CH3:10])=[O:8].[CH3:14][O:15][C@H:16]1[C@@H:21]([NH:22][C:23](=[O:32])[O:24][CH2:25][C:26]2[CH:31]=[CH:30][CH:29]=[CH:28][CH:27]=2)[CH2:20][CH2:19][NH:18][CH2:17]1.C(=O)([O-])[O-].[Cs+].[Cs+].O1CCOCC1, predict the reaction product. The product is: [CH2:25]([O:24][C:23]([NH:22][C@H:21]1[CH2:20][CH2:19][N:18]([C:2]2[CH:3]=[CH:4][C:5]([O:12][CH3:13])=[C:6]([CH:11]=2)[C:7]([O:9][CH3:10])=[O:8])[CH2:17][C@H:16]1[O:15][CH3:14])=[O:32])[C:26]1[CH:27]=[CH:28][CH:29]=[CH:30][CH:31]=1. (4) The product is: [Cl:1][C:2]1[CH:3]=[CH:4][C:5]2[NH:11][C:10](=[O:12])[C@@H:9]([CH2:13][C:14]([O:16][CH2:26][CH3:27])=[O:15])[S:8][C@H:7]([C:17]3[CH:22]=[CH:21][CH:20]=[C:19]([F:23])[C:18]=3[F:24])[C:6]=2[CH:25]=1. Given the reactants [Cl:1][C:2]1[CH:3]=[CH:4][C:5]2[NH:11][C:10](=[O:12])[CH:9]([CH2:13][C:14]([OH:16])=[O:15])[S:8][CH:7]([C:17]3[CH:22]=[CH:21][CH:20]=[C:19]([F:23])[C:18]=3[F:24])[C:6]=2[CH:25]=1.[CH2:26](O)[CH3:27], predict the reaction product. (5) Given the reactants Cl[C:2]1[N:7]=[C:6]([NH:8][C:9]2[N:14]=[CH:13][C:12]3[N:15]=[C:16]([CH3:21])[N:17]([CH:18]([CH3:20])[CH3:19])[C:11]=3[CH:10]=2)[CH:5]=[CH:4][N:3]=1.[N:22]([CH2:25][CH2:26][C:27]1([O:33][CH3:34])[CH2:32][CH2:31][NH:30][CH2:29][CH2:28]1)=[N+:23]=[N-:24], predict the reaction product. The product is: [N:22]([CH2:25][CH2:26][C:27]1([O:33][CH3:34])[CH2:28][CH2:29][N:30]([C:2]2[N:7]=[C:6]([NH:8][C:9]3[N:14]=[CH:13][C:12]4[N:15]=[C:16]([CH3:21])[N:17]([CH:18]([CH3:20])[CH3:19])[C:11]=4[CH:10]=3)[CH:5]=[CH:4][N:3]=2)[CH2:31][CH2:32]1)=[N+:23]=[N-:24].